From a dataset of Reaction yield outcomes from USPTO patents with 853,638 reactions. Predict the reaction yield, written as a fraction of the theoretical maximum amount of product (1.0 means a 100% yield; for example, 0.34 means a 34% yield). The reactants are [C:1]1([CH2:7][CH2:8][CH2:9][CH2:10][O:11][CH2:12][CH2:13][CH2:14][OH:15])[CH:6]=[CH:5][CH:4]=[CH:3][CH:2]=1.CC(OI1(OC(C)=O)(OC(C)=O)OC(=O)C2C=CC=CC1=2)=O. The catalyst is C(Cl)Cl. The product is [C:1]1([CH2:7][CH2:8][CH2:9][CH2:10][O:11][CH2:12][CH2:13][CH:14]=[O:15])[CH:6]=[CH:5][CH:4]=[CH:3][CH:2]=1. The yield is 0.580.